Dataset: Full USPTO retrosynthesis dataset with 1.9M reactions from patents (1976-2016). Task: Predict the reactants needed to synthesize the given product. (1) The reactants are: [F:1][C:2]([F:7])([F:6])[C:3]([NH2:5])=[O:4].CC(C)([O-])C.[Na+].BrN1C(C)(C)C(=O)N(Br)C1=O.[F:25][C:26]1[C:27]([C:42]2[CH:47]=[CH:46][C:45]([F:48])=[CH:44][C:43]=2[O:49][CH3:50])=[CH:28][C:29]([NH:32][C:33]2[CH:38]=[C:37]([CH2:39][S:40][CH3:41])[CH:36]=[CH:35][N:34]=2)=[N:30][CH:31]=1.S([O-])([O-])=O.[Na+].[Na+].[Cl-].[Na+]. Given the product [F:1][C:2]([F:7])([F:6])[C:3]([N:5]=[S:40]([CH2:39][C:37]1[CH:36]=[CH:35][N:34]=[C:33]([NH:32][C:29]2[CH:28]=[C:27]([C:42]3[CH:47]=[CH:46][C:45]([F:48])=[CH:44][C:43]=3[O:49][CH3:50])[C:26]([F:25])=[CH:31][N:30]=2)[CH:38]=1)[CH3:41])=[O:4], predict the reactants needed to synthesize it. (2) Given the product [N:14]1([CH2:12][C:4]2[CH:3]=[C:2]([NH2:1])[CH:7]=[C:6]([C:8]([F:9])([F:11])[F:10])[CH:5]=2)[CH2:19][CH2:18][O:17][CH2:16][CH2:15]1, predict the reactants needed to synthesize it. The reactants are: [NH2:1][C:2]1[CH:3]=[C:4]([C:12]([N:14]2[CH2:19][CH2:18][O:17][CH2:16][CH2:15]2)=O)[CH:5]=[C:6]([C:8]([F:11])([F:10])[F:9])[CH:7]=1. (3) Given the product [Br:24][CH2:25][C:26]([NH:9][CH2:8][C:6]1[CH:7]=[C:2]([Cl:1])[CH:3]=[CH:4][C:5]=1[N:10]1[CH:14]=[N:13][N:12]=[N:11]1)=[O:27], predict the reactants needed to synthesize it. The reactants are: [Cl:1][C:2]1[CH:3]=[CH:4][C:5]([N:10]2[CH:14]=[N:13][N:12]=[N:11]2)=[C:6]([CH2:8][NH2:9])[CH:7]=1.CCN(C(C)C)C(C)C.[Br:24][CH2:25][C:26](Br)=[O:27]. (4) Given the product [Cl:1][C:2]1[CH:7]=[C:6]([N:8]2[CH2:12][CH2:11][CH2:10][CH2:9]2)[N:5]=[C:4]([CH2:13][O:14][C:16]2[C:25]([CH3:26])=[N:24][C:23]3[C:18](=[CH:19][CH:20]=[CH:21][CH:22]=3)[N:17]=2)[N:3]=1, predict the reactants needed to synthesize it. The reactants are: [Cl:1][C:2]1[CH:7]=[C:6]([N:8]2[CH2:12][CH2:11][CH2:10][CH2:9]2)[N:5]=[C:4]([CH2:13][OH:14])[N:3]=1.Cl[C:16]1[C:25]([CH3:26])=[N:24][C:23]2[C:18](=[CH:19][CH:20]=[CH:21][CH:22]=2)[N:17]=1.[H-].[Na+].O. (5) Given the product [CH3:1][C:2]1[C:3]([CH2:12][N:13]2[CH2:18][CH2:17][CH2:16][CH2:15][CH:14]2[C:19]2[CH:20]=[CH:21][C:22]([C:23]([OH:25])=[O:24])=[CH:27][CH:28]=2)=[C:4]2[C:8](=[C:9]([CH3:11])[CH:10]=1)[NH:7][CH:6]=[CH:5]2, predict the reactants needed to synthesize it. The reactants are: [CH3:1][C:2]1[C:3]([CH2:12][N:13]2[CH2:18][CH2:17][CH2:16][CH2:15][CH:14]2[C:19]2[CH:28]=[CH:27][C:22]([C:23]([O:25]C)=[O:24])=[CH:21][CH:20]=2)=[C:4]2[C:8](=[C:9]([CH3:11])[CH:10]=1)[NH:7][CH:6]=[CH:5]2.[OH-].[K+].